Predict the product of the given reaction. From a dataset of Forward reaction prediction with 1.9M reactions from USPTO patents (1976-2016). (1) Given the reactants C[N:2](C=[O:5])C.[CH3:6][CH2:7][N:8](C(C)C)C(C)C.[C:15]1(=[O:21])[O:20][C:18](=[O:19])[CH2:17][CH2:16]1, predict the reaction product. The product is: [NH2:2][C@H:17]([C:18]([OH:20])=[O:19])[CH2:16][CH2:15][CH2:6][CH2:7][NH2:8].[C:15]([O-:20])(=[O:21])[CH2:16][CH2:17][C:18]([O-:5])=[O:19]. (2) The product is: [N:33]1[CH:34]=[CH:35][CH:36]=[C:31]([CH2:30][CH2:29][NH:28][C:26](=[O:27])[NH:25][C:22]2[CH:21]=[CH:20][C:19]([NH:18][S:14]([C:10]3[CH:9]=[C:8]([C:5]4[CH:6]=[CH:7][C:2]([F:1])=[CH:3][CH:4]=4)[CH:13]=[CH:12][CH:11]=3)(=[O:16])=[O:15])=[CH:24][CH:23]=2)[CH:32]=1. Given the reactants [F:1][C:2]1[CH:7]=[CH:6][C:5]([C:8]2[CH:13]=[CH:12][CH:11]=[C:10]([S:14](Cl)(=[O:16])=[O:15])[CH:9]=2)=[CH:4][CH:3]=1.[NH2:18][C:19]1[CH:24]=[CH:23][C:22]([NH:25][C:26]([NH:28][CH2:29][CH2:30][C:31]2[CH:32]=[N:33][CH:34]=[CH:35][CH:36]=2)=[O:27])=[CH:21][CH:20]=1, predict the reaction product.